Predict the reactants needed to synthesize the given product. From a dataset of Full USPTO retrosynthesis dataset with 1.9M reactions from patents (1976-2016). (1) The reactants are: [CH3:1][N:2]([CH3:27])[CH2:3][CH2:4][CH2:5][C:6]1[CH:15]=[C:14]2[C:9]([CH:10]=[CH:11][N:12]([C:17]3[CH:18]=[C:19]([CH:23]=[CH:24][C:25]=3[CH3:26])[C:20]([OH:22])=O)[C:13]2=[O:16])=[CH:8][CH:7]=1.C(Cl)(=O)C(Cl)=O.CN(C=O)C.[NH2:39][C:40]1[CH:44]=[CH:43][O:42][N:41]=1. Given the product [CH3:27][N:2]([CH3:1])[CH2:3][CH2:4][CH2:5][C:6]1[CH:15]=[C:14]2[C:9]([CH:10]=[CH:11][N:12]([C:17]3[CH:18]=[C:19]([CH:23]=[CH:24][C:25]=3[CH3:26])[C:20]([NH:39][C:40]3[CH:44]=[CH:43][O:42][N:41]=3)=[O:22])[C:13]2=[O:16])=[CH:8][CH:7]=1, predict the reactants needed to synthesize it. (2) Given the product [O:1]1[CH:5]=[CH:4][C:3]([O:6][CH2:7][C@@H:8]2[O:12][C:11](=[O:13])[N:10]([C:14]3[CH:19]=[CH:18][C:17]([C:20]4[CH2:25][CH2:24][N:23]([CH:26]([CH2:27][OH:28])[CH2:31][OH:30])[CH2:22][CH:21]=4)=[C:16]([F:34])[CH:15]=3)[CH2:9]2)=[N:2]1, predict the reactants needed to synthesize it. The reactants are: [O:1]1[CH:5]=[CH:4][C:3]([O:6][CH2:7][C@@H:8]2[O:12][C:11](=[O:13])[N:10]([C:14]3[CH:19]=[CH:18][C:17]([C:20]4[CH2:25][CH2:24][N:23]([CH:26]5[CH2:31][O:30]C(C)(C)[O:28][CH2:27]5)[CH2:22][CH:21]=4)=[C:16]([F:34])[CH:15]=3)[CH2:9]2)=[N:2]1.Cl.N. (3) The reactants are: Cl[C:2]1[N:7]2[N:8]=[C:9]([NH:11][C:12](=[O:19])[C:13]3[CH:18]=[CH:17][CH:16]=[N:15][CH:14]=3)[N:10]=[C:6]2[CH:5]=[CH:4][CH:3]=1.[CH3:20][NH:21][CH:22]1[CH2:27][CH2:26][CH2:25][CH2:24][CH2:23]1. Given the product [CH:22]1([N:21]([CH3:20])[C:2]2[N:7]3[N:8]=[C:9]([NH:11][C:12](=[O:19])[C:13]4[CH:18]=[CH:17][CH:16]=[N:15][CH:14]=4)[N:10]=[C:6]3[CH:5]=[CH:4][CH:3]=2)[CH2:27][CH2:26][CH2:25][CH2:24][CH2:23]1, predict the reactants needed to synthesize it. (4) The reactants are: [C:1]([C:5]1[O:9][C:8](=[NH:10])[N:7]([CH2:11][C@H:12]2[CH2:16][CH2:15][CH2:14][O:13]2)[CH:6]=1)([CH3:4])([CH3:3])[CH3:2].CCN=C=NCCCN(C)C.Cl.ON1C2C=CC=CC=2N=N1.C(N(CC)CC)C.[CH3:46][O:47][C:48]1[CH:56]=[CH:55][C:54]([C:57]([F:60])([F:59])[F:58])=[CH:53][C:49]=1[C:50](O)=[O:51]. Given the product [C:1]([C:5]1[O:9]/[C:8](=[N:10]\[C:50](=[O:51])[C:49]2[CH:53]=[C:54]([C:57]([F:59])([F:60])[F:58])[CH:55]=[CH:56][C:48]=2[O:47][CH3:46])/[N:7]([CH2:11][C@H:12]2[CH2:16][CH2:15][CH2:14][O:13]2)[CH:6]=1)([CH3:4])([CH3:2])[CH3:3], predict the reactants needed to synthesize it. (5) Given the product [CH2:34]([O:33][CH:20]([O:19][CH2:1][CH2:2][CH2:3][CH2:4][CH2:5][CH2:6][CH2:7][CH2:8]/[CH:9]=[CH:10]\[CH2:11]/[CH:12]=[CH:13]\[CH2:14][CH2:15][CH2:16][CH2:17][CH3:18])[CH2:21][NH2:22])[CH2:35][CH2:36][CH2:37][CH2:38][CH2:39][CH2:40][CH2:41]/[CH:42]=[CH:43]\[CH2:44]/[CH:45]=[CH:46]\[CH2:47][CH2:48][CH2:49][CH2:50][CH3:51], predict the reactants needed to synthesize it. The reactants are: [CH2:1]([O:19][CH:20]([O:33][CH2:34][CH2:35][CH2:36][CH2:37][CH2:38][CH2:39][CH2:40][CH2:41]/[CH:42]=[CH:43]\[CH2:44]/[CH:45]=[CH:46]\[CH2:47][CH2:48][CH2:49][CH2:50][CH3:51])[CH2:21][N:22]1C(=O)C2C(=CC=CC=2)C1=O)[CH2:2][CH2:3][CH2:4][CH2:5][CH2:6][CH2:7][CH2:8]/[CH:9]=[CH:10]\[CH2:11]/[CH:12]=[CH:13]\[CH2:14][CH2:15][CH2:16][CH2:17][CH3:18].CNN. (6) Given the product [CH3:1][O:2][C:3]1[CH:8]=[C:7]([O:9][CH3:10])[NH:6][C:5](=[O:13])[N:4]=1, predict the reactants needed to synthesize it. The reactants are: [CH3:1][O:2][C:3]1[CH:8]=[C:7]([O:9][CH3:10])[N:6]=[C:5](N)[N:4]=1.N([O-])=[O:13].[Na+].